Dataset: Full USPTO retrosynthesis dataset with 1.9M reactions from patents (1976-2016). Task: Predict the reactants needed to synthesize the given product. (1) Given the product [F:29][C:23]1[CH:24]=[C:25]([F:28])[CH:26]=[CH:27][C:22]=1[C@:6]12[CH2:20][O:21][C@@H:3]([CH3:2])[CH2:4][C@H:5]1[CH2:10][S:9][C:8]([NH:11][C:12](=[O:19])[C:13]1[CH:14]=[CH:15][CH:16]=[CH:17][CH:18]=1)=[N:7]2, predict the reactants needed to synthesize it. The reactants are: Cl[CH2:2][C@@H:3]1[O:21][CH2:20][C@:6]2([C:22]3[CH:27]=[CH:26][C:25]([F:28])=[CH:24][C:23]=3[F:29])[N:7]=[C:8]([NH:11][C:12](=[O:19])[C:13]3[CH:18]=[CH:17][CH:16]=[CH:15][CH:14]=3)[S:9][CH2:10][C@@H:5]2[CH2:4]1.C([BH-](CC)CC)C.[Li+]. (2) Given the product [Br:16][C:17]1[CH:18]=[C:19]2[C:24](=[CH:25][CH:26]=1)[CH:23]=[C:22]([S:27]([N:30]1[CH2:35][CH2:34][N:33]([C:13]([CH:10]3[CH2:11][CH2:12][N:7]([C:4]4[CH:5]=[CH:6][N:1]=[CH:2][CH:3]=4)[CH2:8][CH2:9]3)=[O:14])[CH:32]([C:36]([O:38][CH2:39][CH3:40])=[O:37])[CH2:31]1)(=[O:28])=[O:29])[CH:21]=[CH:20]2, predict the reactants needed to synthesize it. The reactants are: [N:1]1[CH:6]=[CH:5][C:4]([N:7]2[CH2:12][CH2:11][CH:10]([C:13](Cl)=[O:14])[CH2:9][CH2:8]2)=[CH:3][CH:2]=1.[Br:16][C:17]1[CH:18]=[C:19]2[C:24](=[CH:25][CH:26]=1)[CH:23]=[C:22]([S:27]([N:30]1[CH2:35][CH2:34][NH:33][CH:32]([C:36]([O:38][CH2:39][CH3:40])=[O:37])[CH2:31]1)(=[O:29])=[O:28])[CH:21]=[CH:20]2. (3) Given the product [CH2:13]([NH:16][C:8]([C:2]1([OH:1])[CH2:10][CH:6]([OH:7])[CH:5]([OH:11])[CH:4]([OH:12])[CH2:3]1)=[O:9])[CH2:14][CH3:15], predict the reactants needed to synthesize it. The reactants are: [OH:1][C:2]12[CH2:10][CH:6]([O:7][C:8]1=[O:9])[CH:5]([OH:11])[CH:4]([OH:12])[CH2:3]2.[CH2:13]([NH2:16])[CH2:14][CH3:15].C(O)(=O)C. (4) Given the product [CH3:30][Si:29]([C:27]#[C:28][C:2]1[CH:7]=[CH:6][C:5]([CH2:8][C:9]([NH:11][NH:12][C:13]([O:15][C:16]([CH3:19])([CH3:18])[CH3:17])=[O:14])=[O:10])=[CH:4][CH:3]=1)([CH3:32])[CH3:31], predict the reactants needed to synthesize it. The reactants are: Br[C:2]1[CH:7]=[CH:6][C:5]([CH2:8][C:9]([NH:11][NH:12][C:13]([O:15][C:16]([CH3:19])([CH3:18])[CH3:17])=[O:14])=[O:10])=[CH:4][CH:3]=1.C(N(CC)CC)C.[C:27]([Si:29]([CH3:32])([CH3:31])[CH3:30])#[CH:28].O. (5) Given the product [CH2:37]([O:36][C:34]1[CH:33]=[C:30]([CH:29]=[C:28]([O:27][CH2:25][CH3:26])[CH:35]=1)[CH2:31][N:1]1[CH2:2][CH2:3][CH:4]([NH:7][C:8]2[O:9][C:10]3[C:16]([S:17]([N:20]4[CH2:24][CH2:23][CH2:22][CH2:21]4)(=[O:19])=[O:18])=[CH:15][CH:14]=[CH:13][C:11]=3[N:12]=2)[CH2:5][CH2:6]1)[CH3:38], predict the reactants needed to synthesize it. The reactants are: [NH:1]1[CH2:6][CH2:5][CH:4]([NH:7][C:8]2[O:9][C:10]3[C:16]([S:17]([N:20]4[CH2:24][CH2:23][CH2:22][CH2:21]4)(=[O:19])=[O:18])=[CH:15][CH:14]=[CH:13][C:11]=3[N:12]=2)[CH2:3][CH2:2]1.[CH2:25]([O:27][C:28]1[CH:29]=[C:30]([CH:33]=[C:34]([O:36][CH2:37][CH3:38])[CH:35]=1)[CH:31]=O)[CH3:26].OC1C=C(C=C(O)C=1)C=O.C(I)C.C([O-])([O-])=O.[K+].[K+].C([BH3-])#N.[Na+].C(N(C(C)C)C(C)C)C. (6) The reactants are: Cl.[Cl:2][C:3]1[CH:4]=[C:5]2[C:10](=[CH:11][CH:12]=1)[N:9]=[C:8]([N:13]1[CH2:18][CH2:17][NH:16][CH2:15][CH2:14]1)[CH:7]=[CH:6]2.[CH:19]1([CH2:22][O:23][C:24]2[CH:32]=[CH:31][C:30]([S:33]([CH3:36])(=[O:35])=[O:34])=[CH:29][C:25]=2[C:26](O)=[O:27])[CH2:21][CH2:20]1.C(OCC)(=O)C. Given the product [Cl:2][C:3]1[CH:4]=[C:5]2[C:10](=[CH:11][CH:12]=1)[N:9]=[C:8]([N:13]1[CH2:14][CH2:15][N:16]([C:26]([C:25]3[CH:29]=[C:30]([S:33]([CH3:36])(=[O:35])=[O:34])[CH:31]=[CH:32][C:24]=3[O:23][CH2:22][CH:19]3[CH2:21][CH2:20]3)=[O:27])[CH2:17][CH2:18]1)[CH:7]=[CH:6]2, predict the reactants needed to synthesize it.